From a dataset of Forward reaction prediction with 1.9M reactions from USPTO patents (1976-2016). Predict the product of the given reaction. (1) Given the reactants [Br:1][C:2]1[CH:3]=[C:4]2[C:9](=[CH:10][C:11]=1[O:12][CH3:13])[C:8](=[O:14])[NH:7][C:6](=[O:15])[CH2:5]2.[C:16]([O:19][C:20](=O)C)(=O)C.COC(OC)OC, predict the reaction product. The product is: [Br:1][C:2]1[CH:3]=[C:4]2[C:9](=[CH:10][C:11]=1[O:12][CH3:13])[C:8](=[O:14])[NH:7][C:6](=[O:15])/[C:5]/2=[CH:16]/[O:19][CH3:20]. (2) Given the reactants [CH3:1][O:2][C:3]1[CH:4]=[C:5]([OH:9])[CH:6]=[CH:7][CH:8]=1.[I-:10].[Na+].CC1C=CC(S(NCl)(=O)=O)=CC=1.Cl, predict the reaction product. The product is: [I:10][C:8]1[CH:7]=[CH:6][C:5]([OH:9])=[CH:4][C:3]=1[O:2][CH3:1]. (3) The product is: [CH3:3][CH:2]([O:4][C:5]1[CH:6]=[C:7]([O:11][C:12]2[N:13]=[CH:14][C:15]([NH2:18])=[CH:16][CH:17]=2)[CH:8]=[CH:9][CH:10]=1)[CH3:1]. Given the reactants [CH3:1][CH:2]([O:4][C:5]1[CH:6]=[C:7]([O:11][C:12]2[CH:17]=[CH:16][C:15]([N+:18]([O-])=O)=[CH:14][N:13]=2)[CH:8]=[CH:9][CH:10]=1)[CH3:3], predict the reaction product. (4) Given the reactants [OH-].[Na+].BrBr.Br[O-].[O:7]=[S:8]1(=[O:25])[CH2:12][CH2:11][CH2:10][N:9]1[C:13]12[CH2:21][CH:17]3[CH2:18][CH:19]([CH2:20]1)[C:15]([C:22](=[O:24])C)([CH2:16]3)[CH2:14]2.CC(O)=[O:28], predict the reaction product. The product is: [O:7]=[S:8]1(=[O:25])[CH2:12][CH2:11][CH2:10][N:9]1[C:13]12[CH2:21][CH:17]3[CH2:18][CH:19]([CH2:20]1)[C:15]([C:22]([OH:28])=[O:24])([CH2:16]3)[CH2:14]2.